From a dataset of Reaction yield outcomes from USPTO patents with 853,638 reactions. Predict the reaction yield, written as a fraction of the theoretical maximum amount of product (1.0 means a 100% yield; for example, 0.34 means a 34% yield). (1) The reactants are [F:1][C:2]1[CH:3]=[C:4]([NH:18][C:19](=[O:30])[CH2:20][C:21]([NH:23][C:24]2[CH:29]=[CH:28][CH:27]=[CH:26][CH:25]=2)=[O:22])[CH:5]=[CH:6][C:7]=1[O:8][C:9]1[CH:14]=[CH:13][N:12]=[C:11]2[CH:15]=[CH:16][S:17][C:10]=12.[CH2:31]([N:33]1[CH:37]=[C:36](C2SC3C(=NC=CC=3OC3C=CC(N)=CC=3F)C=2)[N:35]=[CH:34]1)[CH3:32]. No catalyst specified. The product is [CH2:31]([N:33]1[CH:37]=[C:36]([C:16]2[S:17][C:10]3[C:11](=[N:12][CH:13]=[CH:14][C:9]=3[O:8][C:7]3[CH:6]=[CH:5][C:4]([NH:18][C:19](=[O:30])[CH2:20][C:21]([NH:23][C:24]4[CH:25]=[CH:26][CH:27]=[CH:28][CH:29]=4)=[O:22])=[CH:3][C:2]=3[F:1])[CH:15]=2)[N:35]=[CH:34]1)[CH3:32]. The yield is 0.570. (2) The reactants are [C:1]([O:5][C:6]([NH:8][C@@H:9]([CH2:28][CH:29]=[CH2:30])[C:10](=O)/[CH:11]=[CH:12]/[C:13]1[CH:18]=[CH:17][C:16]([NH:19][C:20](=[O:23])[O:21][CH3:22])=[CH:15][C:14]=1[N+:24]([O-:26])=[O:25])=[O:7])([CH3:4])([CH3:3])[CH3:2].[Br-].C(O[C:35](=[O:43])[CH2:36][N+]1C=CC=CC=1)C.C([O-])(=O)C.[NH4+:48]. The catalyst is CCO. The product is [C:1]([O:5][C:6]([NH:8][CH:9]([C:10]1[NH:48][C:35](=[O:43])[CH:36]=[C:12]([C:13]2[CH:18]=[CH:17][C:16]([NH:19][C:20](=[O:23])[O:21][CH3:22])=[CH:15][C:14]=2[N+:24]([O-:26])=[O:25])[CH:11]=1)[CH2:28][CH:29]=[CH2:30])=[O:7])([CH3:4])([CH3:3])[CH3:2]. The yield is 0.670. (3) The reactants are [Br:1][C:2]1[CH:3]=[CH:4][CH:5]=[C:6]2[C:11]=1[NH:10][C:9](=[O:12])[CH:8]=[CH:7]2.[C:13](=O)([O-])[O-].[K+].[K+].CI. The catalyst is CN(C)C=O. The product is [Br:1][C:2]1[CH:3]=[CH:4][CH:5]=[C:6]2[C:11]=1[N:10]=[C:9]([O:12][CH3:13])[CH:8]=[CH:7]2. The yield is 0.740. (4) The reactants are [N+:1]([C:4]1[CH:12]=[C:11]2[C:7]([C:8]([CH2:13][C:14]#[N:15])=[CH:9][NH:10]2)=[CH:6][CH:5]=1)([O-:3])=[O:2].[CH3:16][C:17]([O:20][C:21](O[C:21]([O:20][C:17]([CH3:19])([CH3:18])[CH3:16])=[O:22])=[O:22])([CH3:19])[CH3:18].CCN(CC)CC. The catalyst is C1COCC1. The product is [C:17]([O:20][C:21](=[O:22])[NH:15][CH2:14][CH2:13][C:8]1[C:7]2[C:11](=[CH:12][C:4]([N+:1]([O-:3])=[O:2])=[CH:5][CH:6]=2)[NH:10][CH:9]=1)([CH3:19])([CH3:18])[CH3:16]. The yield is 0.380.